This data is from Catalyst prediction with 721,799 reactions and 888 catalyst types from USPTO. The task is: Predict which catalyst facilitates the given reaction. The catalyst class is: 192. Reactant: [C:1]([O:4][C@H:5]1[C@@H:8]([CH:9]([CH3:11])[CH3:10])[N:7](CC2C=CC(OC)=CC=2)[C:6]1=[O:21])(=[O:3])[CH3:2]. Product: [C:1]([O:4][C@H:5]1[C@@H:8]([CH:9]([CH3:10])[CH3:11])[NH:7][C:6]1=[O:21])(=[O:3])[CH3:2].